The task is: Regression. Given two drug SMILES strings and cell line genomic features, predict the synergy score measuring deviation from expected non-interaction effect.. This data is from NCI-60 drug combinations with 297,098 pairs across 59 cell lines. (1) Drug 1: C1=NC2=C(N=C(N=C2N1C3C(C(C(O3)CO)O)O)F)N. Drug 2: CCN(CC)CCCC(C)NC1=C2C=C(C=CC2=NC3=C1C=CC(=C3)Cl)OC. Cell line: MOLT-4. Synergy scores: CSS=75.5, Synergy_ZIP=0.652, Synergy_Bliss=0.334, Synergy_Loewe=-8.16, Synergy_HSA=-2.04. (2) Drug 1: CC1=C(C=C(C=C1)NC(=O)C2=CC=C(C=C2)CN3CCN(CC3)C)NC4=NC=CC(=N4)C5=CN=CC=C5. Drug 2: COC1=NC(=NC2=C1N=CN2C3C(C(C(O3)CO)O)O)N. Cell line: SF-268. Synergy scores: CSS=-2.48, Synergy_ZIP=1.14, Synergy_Bliss=-0.847, Synergy_Loewe=-2.91, Synergy_HSA=-3.30. (3) Drug 1: CC(C)(C#N)C1=CC(=CC(=C1)CN2C=NC=N2)C(C)(C)C#N. Drug 2: CC1C(C(CC(O1)OC2CC(CC3=C2C(=C4C(=C3O)C(=O)C5=C(C4=O)C(=CC=C5)OC)O)(C(=O)CO)O)N)O.Cl. Cell line: HCT-15. Synergy scores: CSS=29.4, Synergy_ZIP=0.269, Synergy_Bliss=2.39, Synergy_Loewe=2.60, Synergy_HSA=2.76. (4) Drug 1: CNC(=O)C1=CC=CC=C1SC2=CC3=C(C=C2)C(=NN3)C=CC4=CC=CC=N4. Drug 2: CS(=O)(=O)CCNCC1=CC=C(O1)C2=CC3=C(C=C2)N=CN=C3NC4=CC(=C(C=C4)OCC5=CC(=CC=C5)F)Cl. Cell line: HOP-62. Synergy scores: CSS=0.191, Synergy_ZIP=0.984, Synergy_Bliss=3.51, Synergy_Loewe=1.16, Synergy_HSA=0.860. (5) Drug 1: C1=CC=C(C=C1)NC(=O)CCCCCCC(=O)NO. Drug 2: CN(C(=O)NC(C=O)C(C(C(CO)O)O)O)N=O. Cell line: LOX IMVI. Synergy scores: CSS=19.4, Synergy_ZIP=1.72, Synergy_Bliss=3.25, Synergy_Loewe=-14.2, Synergy_HSA=3.18. (6) Drug 1: CC(C1=C(C=CC(=C1Cl)F)Cl)OC2=C(N=CC(=C2)C3=CN(N=C3)C4CCNCC4)N. Drug 2: C1CN(P(=O)(OC1)NCCCl)CCCl. Cell line: OVCAR-5. Synergy scores: CSS=-2.25, Synergy_ZIP=-2.16, Synergy_Bliss=-7.58, Synergy_Loewe=-16.9, Synergy_HSA=-8.75. (7) Drug 1: C1=NC2=C(N=C(N=C2N1C3C(C(C(O3)CO)O)F)Cl)N. Drug 2: CCC1=C2CN3C(=CC4=C(C3=O)COC(=O)C4(CC)O)C2=NC5=C1C=C(C=C5)O. Cell line: T-47D. Synergy scores: CSS=22.6, Synergy_ZIP=5.30, Synergy_Bliss=7.74, Synergy_Loewe=-14.9, Synergy_HSA=-0.608.